From a dataset of Catalyst prediction with 721,799 reactions and 888 catalyst types from USPTO. Predict which catalyst facilitates the given reaction. (1) Reactant: Cl.[NH:2]1[CH2:7][CH2:6][O:5][CH2:4][CH:3]1[C:8]([O:10][CH3:11])=[O:9].C(=O)(O)[O-].[Na+].[C:17](Cl)([O:19][CH2:20][CH:21]1[C:33]2[C:28](=[CH:29][CH:30]=[CH:31][CH:32]=2)[C:27]2[C:22]1=[CH:23][CH:24]=[CH:25][CH:26]=2)=[O:18]. Product: [N:2]1([C:17]([O:19][CH2:20][CH:21]2[C:22]3[CH:23]=[CH:24][CH:25]=[CH:26][C:27]=3[C:28]3[C:33]2=[CH:32][CH:31]=[CH:30][CH:29]=3)=[O:18])[CH2:7][CH2:6][O:5][CH2:4][CH:3]1[C:8]([O:10][CH3:11])=[O:9]. The catalyst class is: 38. (2) Reactant: [CH3:1][N:2]1[CH2:7][CH:6]([C:8](=O)[CH2:9][C@H:10]([C:18]2[CH:23]=[CH:22][C:21]([S:24]([CH3:27])(=[O:26])=[O:25])=[CH:20][CH:19]=2)[C:11]2[CH:16]=[CH:15][CH:14]=[CH:13][C:12]=2[CH3:17])[CH2:5][CH2:4][C:3]1=[O:29].Cl.[NH2:31][OH:32].C(=O)(O)[O-].[Na+].C(O)C. Product: [OH:32][N:31]=[C:8]([CH:6]1[CH2:7][N:2]([CH3:1])[C:3](=[O:29])[CH2:4][CH2:5]1)[CH2:9][C@H:10]([C:18]1[CH:19]=[CH:20][C:21]([S:24]([CH3:27])(=[O:25])=[O:26])=[CH:22][CH:23]=1)[C:11]1[CH:16]=[CH:15][CH:14]=[CH:13][C:12]=1[CH3:17]. The catalyst class is: 6.